From a dataset of Full USPTO retrosynthesis dataset with 1.9M reactions from patents (1976-2016). Predict the reactants needed to synthesize the given product. (1) Given the product [C:13]([C:17]1[CH:22]=[CH:21][CH:20]=[C:19]([C:23]2([N:26]=[C:6]=[O:12])[CH2:25][CH2:24]2)[CH:18]=1)([CH3:16])([CH3:14])[CH3:15], predict the reactants needed to synthesize it. The reactants are: ClC(O[C:6](=[O:12])OC(Cl)(Cl)Cl)(Cl)Cl.[C:13]([C:17]1[CH:18]=[C:19]([C:23]2([NH2:26])[CH2:25][CH2:24]2)[CH:20]=[CH:21][CH:22]=1)([CH3:16])([CH3:15])[CH3:14].CCN(C(C)C)C(C)C. (2) Given the product [CH3:22][C:23]([NH:24][C:14]([C:12]1[CH:11]=[CH:10][C:9]([CH:17]2[CH2:21][CH2:20][O:19][CH2:18]2)=[C:8]([C:4]2[CH:5]=[CH:6][CH:7]=[C:2]([Cl:1])[CH:3]=2)[N:13]=1)=[O:16])([C:25]1[S:26][CH:27]=[CH:28][N:29]=1)[CH3:30], predict the reactants needed to synthesize it. The reactants are: [Cl:1][C:2]1[CH:3]=[C:4]([C:8]2[N:13]=[C:12]([C:14]([OH:16])=O)[CH:11]=[CH:10][C:9]=2[CH:17]2[CH2:21][CH2:20][O:19][CH2:18]2)[CH:5]=[CH:6][CH:7]=1.[CH3:22][C:23]([CH3:30])([C:25]1[S:26][CH:27]=[CH:28][N:29]=1)[NH2:24]. (3) Given the product [CH3:15][C:9]1([CH3:16])[CH2:8][C:7]2[N:6]=[C:5]([C:3]([OH:4])=[O:2])[CH:14]=[CH:13][C:12]=2[CH2:11][CH2:10]1, predict the reactants needed to synthesize it. The reactants are: C[O:2][C:3]([C:5]1[CH:14]=[CH:13][C:12]2[CH2:11][CH2:10][C:9]([CH3:16])([CH3:15])[CH2:8][C:7]=2[N:6]=1)=[O:4].O.[OH-].[Li+].Cl. (4) Given the product [CH2:1]([O:3][C:4]([C:6]1[CH:7]=[N:8][C:9]([N:12]([CH2:14][C:15]2[S:23][C:22]3[C:21]([N:24]4[CH2:29][CH2:28][O:27][CH2:26][CH2:25]4)=[N:20][C:19]([C:30]4[CH:35]=[CH:34][CH:33]=[C:32]([O:36][CH2:37][CH2:38][OH:39])[CH:31]=4)=[N:18][C:17]=3[CH:16]=2)[CH3:13])=[N:10][CH:11]=1)=[O:5])[CH3:2], predict the reactants needed to synthesize it. The reactants are: [CH2:1]([O:3][C:4]([C:6]1[CH:7]=[N:8][C:9]([N:12]([CH2:14][C:15]2[S:23][C:22]3[C:21]([N:24]4[CH2:29][CH2:28][O:27][CH2:26][CH2:25]4)=[N:20][C:19]([C:30]4[CH:35]=[CH:34][CH:33]=[C:32]([O:36][CH2:37][CH2:38][O:39][Si](C(C)(C)C)(C)C)[CH:31]=4)=[N:18][C:17]=3[CH:16]=2)[CH3:13])=[N:10][CH:11]=1)=[O:5])[CH3:2].C1COCC1.[F-].C([N+](CCCC)(CCCC)CCCC)CCC. (5) The reactants are: [Cl-].C([Al+]CC)C.Cl.[CH3:8][NH:9][O:10][CH3:11].[Br:12][C:13]1[S:17][C:16]2=[C:18]([C:21]([O:23]C)=O)[N:19]=[CH:20][N:15]2[CH:14]=1.P([O-])([O-])([O-])=O. Given the product [CH3:11][O:10][N:9]([CH3:8])[C:21]([C:18]1[N:19]=[CH:20][N:15]2[CH:14]=[C:13]([Br:12])[S:17][C:16]=12)=[O:23], predict the reactants needed to synthesize it. (6) Given the product [NH2:8][C@@H:9]([CH2:18][CH2:19][NH:20][C:21](=[O:50])[C:22]1[CH:27]=[CH:26][C:25]([NH:28][C:29]2[N:38]=[CH:37][C:36]3[N:35]([CH3:39])[C:34](=[O:40])[C@@H:33]([CH2:41][CH3:42])[N:32]([CH:43]4[CH2:47][CH2:46][CH2:45][CH2:44]4)[C:31]=3[N:30]=2)=[C:24]([O:48][CH3:49])[CH:23]=1)[C:10]([O:12][CH:13]1[CH2:17][CH2:16][CH2:15][CH2:14]1)=[O:11], predict the reactants needed to synthesize it. The reactants are: C(OC([NH:8][C@@H:9]([CH2:18][CH2:19][NH:20][C:21](=[O:50])[C:22]1[CH:27]=[CH:26][C:25]([NH:28][C:29]2[N:38]=[CH:37][C:36]3[N:35]([CH3:39])[C:34](=[O:40])[C@@H:33]([CH2:41][CH3:42])[N:32]([CH:43]4[CH2:47][CH2:46][CH2:45][CH2:44]4)[C:31]=3[N:30]=2)=[C:24]([O:48][CH3:49])[CH:23]=1)[C:10]([O:12][CH:13]1[CH2:17][CH2:16][CH2:15][CH2:14]1)=[O:11])=O)(C)(C)C.Cl.O1CCOCC1. (7) Given the product [NH2:23][C:17]1[CH:16]=[C:15]([C:13]2[N:12]=[CH:11][N:10]([C:8]([N:7]([CH:1]3[CH2:6][CH2:5][CH2:4][CH2:3][CH2:2]3)[CH3:26])=[O:9])[CH:14]=2)[CH:20]=[CH:19][C:18]=1[O:21][CH3:22], predict the reactants needed to synthesize it. The reactants are: [CH:1]1([N:7]([CH3:26])[C:8]([N:10]2[CH:14]=[C:13]([C:15]3[CH:20]=[CH:19][C:18]([O:21][CH3:22])=[C:17]([N+:23]([O-])=O)[CH:16]=3)[N:12]=[CH:11]2)=[O:9])[CH2:6][CH2:5][CH2:4][CH2:3][CH2:2]1.